From a dataset of Catalyst prediction with 721,799 reactions and 888 catalyst types from USPTO. Predict which catalyst facilitates the given reaction. (1) Reactant: C([O:3][C:4]([C:6]1[S:10][C:9]2[C:11]([Br:14])=[CH:12][S:13][C:8]=2[C:7]=1[CH2:15][CH2:16][CH2:17][CH2:18][CH2:19][CH2:20][CH2:21][CH2:22][CH2:23][CH2:24][CH2:25][CH2:26][CH3:27])=[O:5])C.[OH-].[Li+]. Product: [Br:14][C:11]1[C:9]2[S:10][C:6]([C:4]([OH:5])=[O:3])=[C:7]([CH2:15][CH2:16][CH2:17][CH2:18][CH2:19][CH2:20][CH2:21][CH2:22][CH2:23][CH2:24][CH2:25][CH2:26][CH3:27])[C:8]=2[S:13][CH:12]=1. The catalyst class is: 364. (2) Reactant: Cl[C:2]1[N:7]=[CH:6][N:5]=[C:4]([NH2:8])[C:3]=1[C:9]1[CH:13]=[CH:12][O:11][N:10]=1.[NH2:14][C@H:15]([C:18]1[N:19]([C:30]2[CH:35]=[CH:34][CH:33]=[CH:32][CH:31]=2)[C:20](=[O:29])[C:21]2[C:26]([CH:27]=1)=[CH:25][CH:24]=[CH:23][C:22]=2[F:28])[CH2:16][CH3:17].C(N(CC)C(C)C)(C)C. Product: [NH2:8][C:4]1[N:5]=[CH:6][N:7]=[C:2]([NH:14][C@H:15]([C:18]2[N:19]([C:30]3[CH:35]=[CH:34][CH:33]=[CH:32][CH:31]=3)[C:20](=[O:29])[C:21]3[C:26]([CH:27]=2)=[CH:25][CH:24]=[CH:23][C:22]=3[F:28])[CH2:16][CH3:17])[C:3]=1[C:9]1[CH:13]=[CH:12][O:11][N:10]=1. The catalyst class is: 51. (3) Reactant: [CH3:1][C:2]1[CH:3]=[CH:4][CH:5]=[CH:6][C:7]=1[S:8]([NH:11][C:12]([C:14]1[CH:15]=[CH:16][C:17]([CH2:22][C:23]2[C:27]3[CH:28]=[C:29]([NH:32][C:33]([O:35][CH:36]4[CH2:40][CH2:39][CH2:38][CH2:37]4)=[O:34])[CH:30]=[CH:31][C:26]=3[N:25]([CH3:41])[CH:24]=2)=[C:18]([O:20][CH3:21])[CH:19]=1)=[O:13])(=[O:10])=[O:9]. Product: [CH3:1][C:2]1[CH:3]=[CH:4][CH:5]=[CH:6][C:7]=1[S:8]([NH:11][C:12]([C:14]1[CH:15]=[CH:16][C:17]([CH2:22][C:23]2[C:27]3[CH:28]=[C:29]([NH:32][C:33]([O:35][CH:36]4[CH2:40][CH2:39][CH2:38][CH2:37]4)=[O:34])[CH:30]=[CH:31][C:26]=3[N:25]([CH3:41])[CH:24]=2)=[C:18]([O:20][CH3:21])[CH:19]=1)=[O:13])(=[O:9])=[O:10].[CH2:12]([O-:13])[CH3:14]. The catalyst class is: 21. (4) Reactant: [CH3:1][S-:2].[Na+].[BH4-].[Na+].Cl[CH2:7][C:8]1[CH:29]=[CH:28][C:11]([C:12]([N:14]2[CH2:19][CH2:18][CH:17]([C:20]3[CH:27]=[CH:26][C:23]([C:24]#[N:25])=[CH:22][CH:21]=3)[CH2:16][CH2:15]2)=[O:13])=[CH:10][C:9]=1[N+:30]([O-:32])=[O:31]. Product: [CH3:1][S:2][CH2:7][C:8]1[CH:29]=[CH:28][C:11]([C:12]([N:14]2[CH2:19][CH2:18][CH:17]([C:20]3[CH:27]=[CH:26][C:23]([C:24]#[N:25])=[CH:22][CH:21]=3)[CH2:16][CH2:15]2)=[O:13])=[CH:10][C:9]=1[N+:30]([O-:32])=[O:31]. The catalyst class is: 5. (5) Reactant: [H][H].[CH3:3][N:4]1[CH:8]=[C:7]([C:9]2[CH2:14][CH2:13][CH:12]([C:15]([O:17][CH2:18]C)=[O:16])[CH2:11][CH:10]=2)[CH:6]=[N:5]1. Product: [CH3:3][N:4]1[CH:8]=[C:7]([CH:9]2[CH2:10][CH2:11][CH:12]([C:15]([O:17][CH3:18])=[O:16])[CH2:13][CH2:14]2)[CH:6]=[N:5]1. The catalyst class is: 43. (6) Reactant: [OH:1][C:2]1([C@H:5]([NH:11][C:12]2[CH2:16][S:15][C:14](=[O:17])[N:13]=2)[C:6]([N:8]([CH3:10])[CH3:9])=[O:7])[CH2:4][CH2:3]1.[F:18][C:19]([F:40])([F:39])[C:20]1[CH:34]=[C:33]([C:35]([F:38])([F:37])[F:36])[CH:32]=[CH:31][C:21]=1[CH2:22][N:23]1[CH2:28][CH2:27][CH:26]([CH:29]=O)[CH2:25][CH2:24]1.C([O-])(=O)C.[NH2+]1CCCCC1. Product: [F:40][C:19]([F:18])([F:39])[C:20]1[CH:34]=[C:33]([C:35]([F:38])([F:37])[F:36])[CH:32]=[CH:31][C:21]=1[CH2:22][N:23]1[CH2:28][CH2:27][CH:26](/[CH:29]=[C:16]2/[C:12]([NH:11][C@@H:5]([C:2]3([OH:1])[CH2:3][CH2:4]3)[C:6]([N:8]([CH3:10])[CH3:9])=[O:7])=[N:13][C:14](=[O:17])[S:15]/2)[CH2:25][CH2:24]1. The catalyst class is: 41. (7) Reactant: Cl[C:2]1[N:7]=[C:6]([O:8][C@H:9]([CH3:13])[CH2:10][O:11][CH3:12])[N:5]=[C:4]([N:14]2[CH2:19][CH2:18][CH:17]([CH2:20][O:21][C:22]3[C:23]([NH2:34])=[N:24][CH:25]=[C:26]([C:28]4[N:29]=[CH:30][N:31]([CH3:33])[CH:32]=4)[CH:27]=3)[CH2:16][CH2:15]2)[CH:3]=1.[NH2:35][C@H:36]([CH3:39])[CH2:37][OH:38].CCN(C(C)C)C(C)C.C1C=CC(P(C2C(C3C(P(C4C=CC=CC=4)C4C=CC=CC=4)=CC=C4C=3C=CC=C4)=C3C(C=CC=C3)=CC=2)C2C=CC=CC=2)=CC=1.[CH3:95][OH:96]. Product: [NH2:34][C:23]1[C:22]([O:21][CH2:20][CH:17]2[CH2:18][CH2:19][N:14]([C:4]3[N:5]=[C:6]([O:8][C@H:9]([CH3:13])[CH2:10][O:11][CH3:12])[N:7]=[C:2]([C:95]([NH:35][C@H:36]([CH3:39])[CH2:37][OH:38])=[O:96])[CH:3]=3)[CH2:15][CH2:16]2)=[CH:27][C:26]([C:28]2[N:29]=[CH:30][N:31]([CH3:33])[CH:32]=2)=[CH:25][N:24]=1. The catalyst class is: 318. (8) Reactant: [F:1][C:2]([F:15])([F:14])[C:3]1[CH:13]=[CH:12][C:6](/[CH:7]=[CH:8]/[C:9]([OH:11])=O)=[CH:5][CH:4]=1.ClC(N(C)C)=C(C)C.[CH2:24]([N:31]1[CH2:36][CH2:35][N:34]([C:37](=[O:57])[C@@H:38]([NH:46][CH2:47][C:48]2[CH:49]=[C:50]3[C:54](=[CH:55][CH:56]=2)[NH:53][CH:52]=[CH:51]3)[CH2:39][C:40]2[CH:45]=[CH:44][CH:43]=[CH:42][CH:41]=2)[CH2:33][CH2:32]1)[C:25]1[CH:30]=[CH:29][CH:28]=[CH:27][CH:26]=1. Product: [CH2:39]([C@H:38]([N:46]([CH2:47][C:48]1[CH:49]=[C:50]2[C:54](=[CH:55][CH:56]=1)[NH:53][CH:52]=[CH:51]2)[C:9](=[O:11])[CH:8]=[CH:7][C:6]1[CH:5]=[CH:4][C:3]([C:2]([F:1])([F:15])[F:14])=[CH:13][CH:12]=1)[C:37]([N:34]1[CH2:33][CH2:32][N:31]([CH2:24][C:25]2[CH:30]=[CH:29][CH:28]=[CH:27][CH:26]=2)[CH2:36][CH2:35]1)=[O:57])[C:40]1[CH:45]=[CH:44][CH:43]=[CH:42][CH:41]=1. The catalyst class is: 2.